From a dataset of Forward reaction prediction with 1.9M reactions from USPTO patents (1976-2016). Predict the product of the given reaction. (1) Given the reactants C(OC([N:8]1[CH2:13][CH2:12][N:11]([C:14]2[C:15]3[C:22]([C:23]4[S:24][CH:25]=[CH:26][CH:27]=4)=[CH:21][N:20]([S:28]([C:31]4[CH:36]=[CH:35][CH:34]=[CH:33][CH:32]=4)(=[O:30])=[O:29])[C:16]=3[N:17]=[CH:18][N:19]=2)[CH2:10][CH2:9]1)=O)(C)(C)C.[ClH:37].O1CCOCC1, predict the reaction product. The product is: [ClH:37].[ClH:37].[C:31]1([S:28]([N:20]2[C:16]3[N:17]=[CH:18][N:19]=[C:14]([N:11]4[CH2:10][CH2:9][NH:8][CH2:13][CH2:12]4)[C:15]=3[C:22]([C:23]3[S:24][CH:25]=[CH:26][CH:27]=3)=[CH:21]2)(=[O:30])=[O:29])[CH:32]=[CH:33][CH:34]=[CH:35][CH:36]=1. (2) Given the reactants [Cl:1][C:2]1[CH:3]=[C:4]([C@@H:8]2[C@@H:13]([C:14]3[CH:19]=[CH:18][C:17]([Cl:20])=[CH:16][CH:15]=3)[N:12]([C@@H:21]([CH2:35][CH3:36])[CH2:22][O:23]CC3C=CC(OC)=C(OC)C=3)[C:11](=[O:37])[C@@H:10]([CH2:38][C:39]([O:41]C(C)(C)C)=[O:40])[O:9]2)[CH:5]=[CH:6][CH:7]=1.C(C1C(=O)C(Cl)=C(Cl)C(=O)C=1C#N)#N.C(=O)(O)[O-].[Na+], predict the reaction product. The product is: [Cl:1][C:2]1[CH:3]=[C:4]([C@@H:8]2[C@@H:13]([C:14]3[CH:15]=[CH:16][C:17]([Cl:20])=[CH:18][CH:19]=3)[N:12]([C@@H:21]([CH2:35][CH3:36])[CH2:22][OH:23])[C:11](=[O:37])[C@@H:10]([CH2:38][C:39]([OH:41])=[O:40])[O:9]2)[CH:5]=[CH:6][CH:7]=1. (3) Given the reactants Br[C:2]1[CH:3]=[N:4][CH:5]=[CH:6][CH:7]=1.CC(C)([O-])C.[Na+].C1COCC1.Cl.Cl.[NH2:21][CH2:22][CH2:23][NH:24][C@:25]12[CH2:60][CH2:59][C@@H:58]([C:61]([CH3:63])=[CH2:62])[C@@H:26]1[C@@H:27]1[C@@:40]([CH3:43])([CH2:41][CH2:42]2)[C@@:39]2([CH3:44])[C@@H:30]([C@:31]3([CH3:57])[C@@H:36]([CH2:37][CH2:38]2)[C:35]([CH3:46])([CH3:45])[C:34]([C:47]2[CH:56]=[CH:55][C:50]([C:51]([O:53]C)=[O:52])=[CH:49][CH:48]=2)=[CH:33][CH2:32]3)[CH2:29][CH2:28]1.O.[OH-].[Li+].C(O)(C(F)(F)F)=O, predict the reaction product. The product is: [CH3:43][C@:40]12[C@@:39]3([CH3:44])[C@@H:30]([C@:31]4([CH3:57])[C@@H:36]([CH2:37][CH2:38]3)[C:35]([CH3:45])([CH3:46])[C:34]([C:47]3[CH:56]=[CH:55][C:50]([C:51]([OH:53])=[O:52])=[CH:49][CH:48]=3)=[CH:33][CH2:32]4)[CH2:29][CH2:28][C@@H:27]1[C@H:26]1[C@H:58]([C:61]([CH3:63])=[CH2:62])[CH2:59][CH2:60][C@:25]1([NH:24][CH2:23][CH2:22][NH:21][C:2]1[CH:3]=[N:4][CH:5]=[CH:6][CH:7]=1)[CH2:42][CH2:41]2. (4) Given the reactants N(C(N1CCCCC1)=O)=N[C:3](N1CCCCC1)=[O:4].[Cl:19][C:20]1[CH:39]=[CH:38][C:23]([NH:24][C:25]2[C:34]3[C:29](=[CH:30][C:31]([OH:37])=[C:32](OC)[CH:33]=3)[N:28]=[CH:27][N:26]=2)=[C:22]([F:40])[CH:21]=1.[CH:41]1([O:46][CH2:47][CH2:48]O)[CH2:45][CH2:44][CH2:43][CH2:42]1.C(P(CCCC)CCCC)CCC, predict the reaction product. The product is: [ClH:19].[Cl:19][C:20]1[CH:39]=[CH:38][C:23]([NH:24][C:25]2([O:4][CH3:3])[C:34]3[C:29](=[CH:30][C:31]([O:37][CH2:48][CH2:47][O:46][CH:41]4[CH2:42][CH2:43][CH2:44][CH2:45]4)=[CH:32][CH:33]=3)[N:28]=[CH:27][NH:26]2)=[C:22]([F:40])[CH:21]=1. (5) Given the reactants [OH:1][CH2:2][C:3]1[CH:4]=[C:5](B(O)O)[CH:6]=[CH:7][CH:8]=1.Br[C:13]1[CH:18]=[CH:17][CH:16]=[C:15]([O:19][C:20]([F:23])([F:22])[F:21])[CH:14]=1, predict the reaction product. The product is: [F:21][C:20]([F:22])([F:23])[O:19][C:15]1[CH:14]=[C:13]([C:5]2[CH:6]=[CH:7][CH:8]=[C:3]([CH2:2][OH:1])[CH:4]=2)[CH:18]=[CH:17][CH:16]=1. (6) Given the reactants [Cl:1][C:2]1[CH:3]=[CH:4][C:5]([C:9]2[O:10][CH:11]=[CH:12][N:13]=2)=[C:6]([OH:8])[CH:7]=1.CO.C[O-].[Li+:18], predict the reaction product. The product is: [Cl:1][C:2]1[CH:3]=[CH:4][C:5]([C:9]2[O:10][CH:11]=[CH:12][N:13]=2)=[C:6]([O-:8])[CH:7]=1.[Li+:18]. (7) Given the reactants [C:1]([NH:8][OH:9])([O:3][C:4]([CH3:7])([CH3:6])[CH3:5])=[O:2].[H-].[Na+].[CH2:12]([O:14][C:15](=[O:30])[CH:16](OS(C)(=O)=O)[CH2:17][CH2:18][C:19]1[CH:24]=[CH:23][CH:22]=[CH:21][CH:20]=1)[CH3:13], predict the reaction product. The product is: [CH2:12]([O:14][C:15](=[O:30])[CH:16]([O:9][NH:8][C:1]([O:3][C:4]([CH3:7])([CH3:6])[CH3:5])=[O:2])[CH2:17][CH2:18][C:19]1[CH:24]=[CH:23][CH:22]=[CH:21][CH:20]=1)[CH3:13].